This data is from Catalyst prediction with 721,799 reactions and 888 catalyst types from USPTO. The task is: Predict which catalyst facilitates the given reaction. (1) Reactant: [NH2:1][C:2]1[C:3]([C:23]([F:26])([F:25])[F:24])=[C:4]2[C:10]([CH:11]3[CH2:16][CH2:15][N:14]([C:17](=[O:21])[CH:18]([CH3:20])[CH3:19])[CH2:13][CH2:12]3)=[CH:9][N:8]([CH3:22])[C:5]2=[N:6][CH:7]=1.N1C=CC=CC=1.[C:33]([C:35]1[CH:36]=[C:37]([CH:41]=[CH:42][CH:43]=1)[C:38](Cl)=[O:39])#[N:34].CC(OC)(C)C. Product: [C:33]([C:35]1[CH:36]=[C:37]([CH:41]=[CH:42][CH:43]=1)[C:38]([NH:1][C:2]1[C:3]([C:23]([F:26])([F:25])[F:24])=[C:4]2[C:10]([CH:11]3[CH2:16][CH2:15][N:14]([C:17](=[O:21])[CH:18]([CH3:19])[CH3:20])[CH2:13][CH2:12]3)=[CH:9][N:8]([CH3:22])[C:5]2=[N:6][CH:7]=1)=[O:39])#[N:34]. The catalyst class is: 497. (2) Product: [ClH:42].[F:1][C:2]1[C:3]([CH2:26][NH:27][CH3:28])=[CH:4][N:5]([S:17]([C:20]2[CH:21]=[CH:22][CH:23]=[CH:24][CH:25]=2)(=[O:18])=[O:19])[C:6]=1[C:7]1[C:8]([C:13]([F:15])([F:14])[F:16])=[N:9][CH:10]=[CH:11][CH:12]=1. The catalyst class is: 8. Reactant: [F:1][C:2]1[C:3]([CH2:26][N:27](C)[C:28](=O)OC(C)(C)C)=[CH:4][N:5]([S:17]([C:20]2[CH:25]=[CH:24][CH:23]=[CH:22][CH:21]=2)(=[O:19])=[O:18])[C:6]=1[C:7]1[C:8]([C:13]([F:16])([F:15])[F:14])=[N:9][CH:10]=[CH:11][CH:12]=1.C(OCC)(=O)C.[ClH:42]. (3) Reactant: Cl[S:2]([C:5]1[CH:6]=[CH:7][C:8]([F:14])=[C:9]([CH:13]=1)[C:10]([OH:12])=[O:11])(=[O:4])=[O:3].[CH3:15][N:16]1[CH2:21][CH2:20][NH:19][CH2:18][CH2:17]1.C(N(CC)CC)C. Product: [F:14][C:8]1[CH:7]=[CH:6][C:5]([S:2]([N:19]2[CH2:20][CH2:21][N:16]([CH3:15])[CH2:17][CH2:18]2)(=[O:4])=[O:3])=[CH:13][C:9]=1[C:10]([OH:12])=[O:11]. The catalyst class is: 21. (4) Reactant: [NH:1]([C:10]([O:12][C:13]1[CH:18]=[CH:17][C:16]([CH2:19][CH2:20][C:21]2[N:22]=[C:23]([NH:26][C:27](=[O:29])[CH3:28])[S:24][CH:25]=2)=[CH:15][CH:14]=1)=[O:11])[NH:2]C(OC(C)(C)C)=O.O1CCOCC1.[ClH:36]. Product: [ClH:36].[NH:1]([C:10]([O:12][C:13]1[CH:14]=[CH:15][C:16]([CH2:19][CH2:20][C:21]2[N:22]=[C:23]([NH:26][C:27](=[O:29])[CH3:28])[S:24][CH:25]=2)=[CH:17][CH:18]=1)=[O:11])[NH2:2]. The catalyst class is: 4. (5) Reactant: [C:1]([C@H:3]1[CH2:7][C@H:6]([O:8][CH3:9])[CH2:5][N:4]1C(OC(C)(C)C)=O)#[N:2].O.C1(C)C=CC(S(O)(=O)=O)=CC=1. Product: [CH3:9][O:8][C@@H:6]1[CH2:5][NH:4][C@@H:3]([C:1]#[N:2])[CH2:7]1. The catalyst class is: 10. (6) Reactant: F[C:2]1[CH:8]=[CH:7][C:6]([N+:9]([O-:11])=[O:10])=[CH:5][C:3]=1[NH2:4].C(C1NC=CN=1)(C1NC=CN=1)=[S:13].C([O-])([O-])=O.[K+].[K+].CNC.[CH3:33][N:34]([CH:36]=O)[CH3:35]. Product: [CH3:35][N:34]([CH3:33])[C:36]1[S:13][C:2]2[CH:8]=[CH:7][C:6]([N+:9]([O-:11])=[O:10])=[CH:5][C:3]=2[N:4]=1. The catalyst class is: 57. (7) Reactant: [CH:1]([C:3]1[CH:4]=[C:5]([CH:10]=[CH:11][CH:12]=1)[C:6]([O:8][CH3:9])=[O:7])=[O:2].[Br:13]N1C(=O)CCC1=O. Product: [Br:13][C:11]1[CH:10]=[C:5]([CH:4]=[C:3]([CH:1]=[O:2])[CH:12]=1)[C:6]([O:8][CH3:9])=[O:7]. The catalyst class is: 65.